From a dataset of Forward reaction prediction with 1.9M reactions from USPTO patents (1976-2016). Predict the product of the given reaction. (1) Given the reactants Cl.[NH2:2][OH:3].C(N(CC)CC)C.[CH3:11][O:12][C:13](=[O:23])[C:14]1[CH:19]=[C:18]([CH3:20])[CH:17]=[C:16]([CH:21]=O)[CH:15]=1, predict the reaction product. The product is: [CH3:11][O:12][C:13](=[O:23])[C:14]1[CH:19]=[C:18]([CH3:20])[CH:17]=[C:16]([CH2:21][NH:2][OH:3])[CH:15]=1. (2) Given the reactants C(O)(=O)C.Cl.O.O.[Sn](Cl)(Cl)(Cl)Cl.[F:13][C:14]1[CH:21]=[C:20]([N+:22]([O-])=O)[C:17]([C:18]#[N:19])=[C:16]([CH3:25])[CH:15]=1.[OH-].[Na+], predict the reaction product. The product is: [NH2:22][C:20]1[CH:21]=[C:14]([F:13])[CH:15]=[C:16]([CH3:25])[C:17]=1[C:18]#[N:19]. (3) Given the reactants Cl.C(N=C=NCCCN(C)C)C.ON1C2C=CC=CC=2N=N1.CN1CC[O:27][CH2:26][CH2:25]1.[CH:30]1([S:33]([C:36]2[CH:41]=[CH:40][C:39]([CH:42]([C:50]3[NH:54][C:53]([C:55]4[N:60]=[CH:59][C:58]([CH2:61][N:62]5[CH2:67][CH2:66][NH:65][C@@H:64]([CH3:68])[CH2:63]5)=[CH:57][CH:56]=4)=[CH:52][CH:51]=3)[CH2:43][CH:44]3[CH2:49][CH2:48][O:47][CH2:46][CH2:45]3)=[CH:38][CH:37]=2)(=[O:35])=[O:34])[CH2:32][CH2:31]1, predict the reaction product. The product is: [C:26]([N:65]1[CH2:66][CH2:67][N:62]([CH2:61][C:58]2[CH:59]=[N:60][C:55]([C:53]3[NH:54][C:50]([CH:42]([C:39]4[CH:38]=[CH:37][C:36]([S:33]([CH:30]5[CH2:32][CH2:31]5)(=[O:34])=[O:35])=[CH:41][CH:40]=4)[CH2:43][CH:44]4[CH2:45][CH2:46][O:47][CH2:48][CH2:49]4)=[CH:51][CH:52]=3)=[CH:56][CH:57]=2)[CH2:63][C@@H:64]1[CH3:68])(=[O:27])[CH3:25]. (4) The product is: [CH3:1][O:2][C:3]1[CH:8]=[C:7]([CH2:9][CH2:10][C:11]([O:13][CH3:14])=[O:12])[CH:6]=[CH:5][C:4]=1[C:15]1[CH:20]=[CH:19][CH:18]=[C:17]([NH:21][CH3:22])[CH:16]=1. Given the reactants [CH3:1][O:2][C:3]1[CH:8]=[C:7](/[CH:9]=[CH:10]/[C:11]([O:13][CH3:14])=[O:12])[CH:6]=[CH:5][C:4]=1[C:15]1[CH:20]=[CH:19][CH:18]=[C:17]([NH:21][CH3:22])[CH:16]=1, predict the reaction product. (5) The product is: [CH3:1][O:2][C:3]([C:5]1[S:6][C:7]([NH2:12])=[C:8]([CH3:11])[C:9]=1[Cl:10])=[O:4]. Given the reactants [CH3:1][O:2][C:3]([C:5]1[S:6][C:7]([N+:12]([O-])=O)=[C:8]([CH3:11])[C:9]=1[Cl:10])=[O:4], predict the reaction product.